Dataset: Full USPTO retrosynthesis dataset with 1.9M reactions from patents (1976-2016). Task: Predict the reactants needed to synthesize the given product. Given the product [ClH:55].[ClH:55].[C:31]12([CH2:41][NH:42][C:43]([C:45]3[C:46]4[CH:47]=[CH:48][C:49]([CH2:3][CH2:2][CH2:1][NH:4][CH2:12][CH3:13])=[N:50][C:51]=4[CH:52]=[CH:53][CH:54]=3)=[O:44])[CH2:38][CH:37]3[CH2:39][CH:33]([CH2:34][CH:35]([CH2:36]3)[CH2:40]1)[CH2:32]2, predict the reactants needed to synthesize it. The reactants are: [CH2:1]([N:4]([CH2:12][CH3:13])C(=O)OC(C)(C)C)[CH:2]=[CH2:3].CCCCCCCCC.P([O-])([O-])([O-])=O.[K+].[K+].[K+].[C:31]12([CH2:41][NH:42][C:43]([C:45]3[C:46]4[CH:47]=[CH:48][C:49]([Cl:55])=[N:50][C:51]=4[CH:52]=[CH:53][CH:54]=3)=[O:44])[CH2:40][CH:35]3[CH2:36][CH:37]([CH2:39][CH:33]([CH2:34]3)[CH2:32]1)[CH2:38]2.